This data is from Catalyst prediction with 721,799 reactions and 888 catalyst types from USPTO. The task is: Predict which catalyst facilitates the given reaction. (1) Reactant: Br[CH2:2][C:3]1[CH:8]=[CH:7][CH:6]=[CH:5][CH:4]=1.[O:9]1[CH2:11][CH:10]1[CH2:12][OH:13].[H-].[Na+]. Product: [CH2:2]([O:13][CH2:12][CH:10]1[CH2:11][O:9]1)[C:3]1[CH:8]=[CH:7][CH:6]=[CH:5][CH:4]=1. The catalyst class is: 1. (2) Reactant: [CH3:1][O:2][C:3]([C:5]1[C:6]2[CH:7]=[N:8][NH:9][C:10]=2[CH:11]=[CH:12][C:13]=1[F:14])=[O:4].[Br:15]N1C(=O)CCC1=O. Product: [Br:15][C:7]1[C:6]2[C:5]([C:3]([O:2][CH3:1])=[O:4])=[C:13]([F:14])[CH:12]=[CH:11][C:10]=2[NH:9][N:8]=1. The catalyst class is: 3. (3) Product: [CH3:23][S:20]([N:18]1[CH2:17][CH:16]2[NH:11][CH:12]([CH2:13][O:14][CH2:15]2)[CH2:19]1)(=[O:22])=[O:21]. The catalyst class is: 19. Reactant: C(OC([N:11]1[CH:16]2[CH2:17][N:18]([S:20]([CH3:23])(=[O:22])=[O:21])[CH2:19][CH:12]1[CH2:13][O:14][CH2:15]2)=O)C1C=CC=CC=1.[H][H].